This data is from Catalyst prediction with 721,799 reactions and 888 catalyst types from USPTO. The task is: Predict which catalyst facilitates the given reaction. (1) Reactant: Cl[C:2]1[C:11]2=[N:12][N:13](CC3C=CC(OC)=CC=3)[CH:14]=[C:10]2[C:9]2[C:8]([O:24][CH3:25])=[CH:7][CH:6]=[CH:5][C:4]=2[N:3]=1.[CH:26]1([N:29]2[CH2:34][CH2:33][N:32]([C:35]3[CH:41]=[CH:40][C:38]([NH2:39])=[CH:37][CH:36]=3)[CH2:31][CH2:30]2)[CH2:28][CH2:27]1.Cl. Product: [CH:26]1([N:29]2[CH2:30][CH2:31][N:32]([C:35]3[CH:41]=[CH:40][C:38]([NH:39][C:2]4[C:11]5=[N:12][NH:13][CH:14]=[C:10]5[C:9]5[C:8]([O:24][CH3:25])=[CH:7][CH:6]=[CH:5][C:4]=5[N:3]=4)=[CH:37][CH:36]=3)[CH2:33][CH2:34]2)[CH2:28][CH2:27]1. The catalyst class is: 71. (2) Reactant: [F:1][C:2]([F:7])([F:6])[C:3]([OH:5])=[O:4].[OH:8][C:9]1([CH:12]2[CH2:17][CH2:16][CH:15]([CH3:18])[CH2:14][N:13]2C(OC(C)(C)C)=O)[CH2:11][CH2:10]1. Product: [F:1][C:2]([F:7])([F:6])[C:3]([OH:5])=[O:4].[CH3:18][CH:15]1[CH2:14][NH:13][CH:12]([C:9]2([OH:8])[CH2:10][CH2:11]2)[CH2:17][CH2:16]1. The catalyst class is: 4. (3) Reactant: Br[C:2]1[CH:3]=[C:4]2[C:8](=[CH:9][C:10]=1[Cl:11])[N:7]([CH2:12][CH2:13][CH2:14][C:15]([O:17][CH2:18][CH3:19])=[O:16])[N:6]=[CH:5]2.[CH3:20][N:21](C=O)C. Product: [Cl:11][C:10]1[CH:9]=[C:8]2[C:4]([CH:5]=[N:6][N:7]2[CH2:12][CH2:13][CH2:14][C:15]([O:17][CH2:18][CH3:19])=[O:16])=[CH:3][C:2]=1[C:20]#[N:21]. The catalyst class is: 267. (4) Reactant: [NH2:1][C:2]1[N:7]=[CH:6][N:5]=[C:4]2[N:8]([CH:20]3[CH2:25][CH2:24][N:23]([C:26]([O:28][CH2:29][C:30]4[CH:35]=[CH:34][CH:33]=[CH:32][CH:31]=4)=[O:27])[CH2:22][CH2:21]3)[N:9]=[C:10]([C:11]3[CH:16]=[CH:15][C:14]([NH2:17])=[C:13]([O:18][CH3:19])[CH:12]=3)[C:3]=12.[CH3:36][C:37]1[O:43][C:40]([CH:41]=O)=[CH:39][CH:38]=1.C(O)(=O)C.C(O[BH-](OC(=O)C)OC(=O)C)(=O)C.[Na+]. Product: [NH2:1][C:2]1[N:7]=[CH:6][N:5]=[C:4]2[N:8]([CH:20]3[CH2:25][CH2:24][N:23]([C:26]([O:28][CH2:29][C:30]4[CH:31]=[CH:32][CH:33]=[CH:34][CH:35]=4)=[O:27])[CH2:22][CH2:21]3)[N:9]=[C:10]([C:11]3[CH:16]=[CH:15][C:14]([NH:17][CH2:41][C:40]4[O:43][C:37]([CH3:36])=[CH:38][CH:39]=4)=[C:13]([O:18][CH3:19])[CH:12]=3)[C:3]=12. The catalyst class is: 68.